This data is from Forward reaction prediction with 1.9M reactions from USPTO patents (1976-2016). The task is: Predict the product of the given reaction. (1) Given the reactants [C:1]1(=[O:11])[C:9]2[CH2:8][CH2:7][CH2:6][CH2:5][C:4]=2[C:3](=[O:10])O1.[CH2:12]([N:19]([CH2:25]OC)[CH2:20][Si](C)(C)C)[C:13]1[CH:18]=[CH:17][CH:16]=[CH:15][CH:14]=1, predict the reaction product. The product is: [CH2:12]([N:19]1[CH2:25][C:9]2([CH2:1][OH:11])[C:4]([CH2:3][OH:10])([CH2:5][CH2:6][CH2:7][CH2:8]2)[CH2:20]1)[C:13]1[CH:18]=[CH:17][CH:16]=[CH:15][CH:14]=1. (2) Given the reactants [CH:1]([S:4][CH2:5][C:6]1[CH:11]=[CH:10][CH:9]=[CH:8][C:7]=1[N+:12]([O-])=O)([CH3:3])[CH3:2].Cl.[Sn], predict the reaction product. The product is: [CH:1]([S:4][CH2:5][C:6]1[CH:11]=[CH:10][CH:9]=[CH:8][C:7]=1[NH2:12])([CH3:3])[CH3:2].